The task is: Predict which catalyst facilitates the given reaction.. This data is from Catalyst prediction with 721,799 reactions and 888 catalyst types from USPTO. Reactant: [C:1]1([C@@H:7]([CH3:20])[CH2:8][N:9]2C(=O)C3C(=CC=CC=3)C2=O)[CH:6]=[CH:5][CH:4]=[CH:3][CH:2]=1.NN. Product: [C:1]1([C@@H:7]([CH3:20])[CH2:8][NH2:9])[CH:6]=[CH:5][CH:4]=[CH:3][CH:2]=1. The catalyst class is: 11.